Task: Predict the reaction yield, written as a fraction of the theoretical maximum amount of product (1.0 means a 100% yield; for example, 0.34 means a 34% yield).. Dataset: Reaction yield outcomes from USPTO patents with 853,638 reactions The reactants are [CH:1]1[C:10]2[C:5](=[CH:6][CH:7]=[CH:8][CH:9]=2)[CH:4]=[CH:3][C:2]=1[C:11]1([C:16]#N)[CH2:15][CH2:14][CH2:13][CH2:12]1.ClC1C=CC(Cl)=CC=1C1(C=[O:32])CCCC1. No catalyst specified. The product is [CH:1]1[C:10]2[C:5](=[CH:6][CH:7]=[CH:8][CH:9]=2)[CH:4]=[CH:3][C:2]=1[C:11]1([CH:16]=[O:32])[CH2:15][CH2:14][CH2:13][CH2:12]1. The yield is 0.828.